From a dataset of Reaction yield outcomes from USPTO patents with 853,638 reactions. Predict the reaction yield, written as a fraction of the theoretical maximum amount of product (1.0 means a 100% yield; for example, 0.34 means a 34% yield). (1) The reactants are [CH:1](/[C:9]1[C:17]2[C:12](=[CH:13][C:14]([CH:18]=[O:19])=[CH:15][CH:16]=2)[N:11](COCC[Si](C)(C)C)[N:10]=1)=[CH:2]\[C:3]1[CH:8]=[CH:7][CH:6]=[CH:5][CH:4]=1.CCCC[N+](CCCC)(CCCC)CCCC.[F-]. The catalyst is C1COCC1. The product is [CH:1](/[C:9]1[C:17]2[C:12](=[CH:13][C:14]([CH:18]=[O:19])=[CH:15][CH:16]=2)[NH:11][N:10]=1)=[CH:2]\[C:3]1[CH:8]=[CH:7][CH:6]=[CH:5][CH:4]=1. The yield is 0.660. (2) The reactants are [CH:1]1([C:5]([OH:7])=O)[CH2:4][CH2:3][CH2:2]1.CN(C(ON1N=NC2C=CC=NC1=2)=[N+](C)C)C.F[P-](F)(F)(F)(F)F.CCN(C(C)C)C(C)C.[NH2:41][C:42]1[C:43](=[O:50])[N:44]([CH3:49])[CH:45]=[C:46]([Br:48])[CH:47]=1. The catalyst is C(Cl)Cl. The product is [Br:48][C:46]1[CH:47]=[C:42]([NH:41][C:5]([CH:1]2[CH2:2][CH2:3][CH2:4]2)=[O:7])[C:43](=[O:50])[N:44]([CH3:49])[CH:45]=1. The yield is 0.540. (3) The reactants are [CH2:1]([O:8][C:9]1[CH:14]=[CH:13][C:12]([C:15](=[O:17])[CH3:16])=[CH:11][C:10]=1[O:18][CH3:19])[C:2]1[CH:7]=[CH:6][CH:5]=[CH:4][CH:3]=1.[N+:20]([O-])([OH:22])=[O:21].S(=O)(=O)(O)O. The catalyst is ClCCl. The product is [CH2:1]([O:8][C:9]1[C:10]([O:18][CH3:19])=[CH:11][C:12]([C:15](=[O:17])[CH3:16])=[C:13]([N+:20]([O-:22])=[O:21])[CH:14]=1)[C:2]1[CH:3]=[CH:4][CH:5]=[CH:6][CH:7]=1. The yield is 0.600.